This data is from Forward reaction prediction with 1.9M reactions from USPTO patents (1976-2016). The task is: Predict the product of the given reaction. (1) Given the reactants Br[C:2]1[CH:23]=[CH:22][C:5]([C:6]([NH:8][S:9]([C:12]2[CH:17]=[CH:16][CH:15]=[CH:14][C:13]=2[S:18](=[O:21])(=[O:20])[NH2:19])(=[O:11])=[O:10])=[O:7])=[CH:4][C:3]=1[O:24][CH3:25].[C:26]([C:28]1[CH:33]=[CH:32][C:31]([CH3:34])=[CH:30][CH:29]=1)#[CH:27], predict the reaction product. The product is: [CH3:25][O:24][C:3]1[CH:4]=[C:5]([CH:22]=[CH:23][C:2]=1[C:27]#[C:26][C:28]1[CH:33]=[CH:32][C:31]([CH3:34])=[CH:30][CH:29]=1)[C:6]([NH:8][S:9]([C:12]1[CH:17]=[CH:16][CH:15]=[CH:14][C:13]=1[S:18](=[O:21])(=[O:20])[NH2:19])(=[O:11])=[O:10])=[O:7]. (2) Given the reactants [N:1]([CH2:4][C:5]([OH:7])=O)=[N+:2]=[N-:3].[CH3:8][C:9]([O:11][CH2:12][C:13]1[CH2:22][S:21][C@@H:16]2[C@H:17]([NH2:20])[C:18](=[O:19])[N:15]2[C:14]=1[C:23]([OH:25])=[O:24])=[O:10].CN(C(ON1N=NC2C=CC=NC1=2)=[N+](C)C)C.F[P-](F)(F)(F)(F)F.C1N=CN(C(N2C=NC=C2)=O)C=1.CN1CCOCC1, predict the reaction product. The product is: [C:9]([O:11][CH2:12][C:13]1[CH2:22][S:21][C@@H:16]2[N:15]([C:18](=[O:19])[C@H:17]2[NH:20][C:5](=[O:7])[CH2:4][N:1]=[N+:2]=[N-:3])[C:14]=1[C:23]([OH:25])=[O:24])(=[O:10])[CH3:8].